Dataset: Catalyst prediction with 721,799 reactions and 888 catalyst types from USPTO. Task: Predict which catalyst facilitates the given reaction. (1) Reactant: C(N(CC)CC)C.[CH3:8][S:9](Cl)(=[O:11])=[O:10].C(Cl)(Cl)Cl.[CH3:17][N:18]1[CH2:23][CH2:22][CH:21]([C:24]2[CH:29]=[CH:28][CH:27]=[CH:26][C:25]=2[CH3:30])[CH:20]([CH2:31][OH:32])[CH2:19]1. Product: [CH3:8][S:9]([O:32][CH2:31][CH:20]1[CH:21]([C:24]2[CH:29]=[CH:28][CH:27]=[CH:26][C:25]=2[CH3:30])[CH2:22][CH2:23][N:18]([CH3:17])[CH2:19]1)(=[O:11])=[O:10]. The catalyst class is: 13. (2) Reactant: [Cl:1][C:2]1[N:7]=[CH:6][C:5]([CH2:8][C:9]#[N:10])=[CH:4][CH:3]=1.[H-].[Na+].[CH3:13]I. Product: [Cl:1][C:2]1[N:7]=[CH:6][C:5]([CH:8]([CH3:13])[C:9]#[N:10])=[CH:4][CH:3]=1. The catalyst class is: 30. (3) Reactant: [C:1]([O:5][C@@H:6]([C:12]1[C:13]([CH3:34])=[N:14][C:15]([CH3:33])=[C:16]([C:26]2[CH:31]=[CH:30][C:29]([OH:32])=[CH:28][CH:27]=2)[C:17]=1[N:18]1[CH2:23][CH2:22][C:21]([CH3:25])([CH3:24])[CH2:20][CH2:19]1)[C:7]([O:9]CC)=[O:8])([CH3:4])([CH3:3])[CH3:2].[CH3:35][C:36]1[N:37]=[C:38]([C:43]2[CH:48]=[CH:47][CH:46]=[CH:45][CH:44]=2)[S:39][C:40]=1[CH2:41]O.CCOC(/N=N/C(OCC)=O)=O.[OH-].[Na+]. Product: [C:1]([O:5][C@@H:6]([C:12]1[C:13]([CH3:34])=[N:14][C:15]([CH3:33])=[C:16]([C:26]2[CH:31]=[CH:30][C:29]([O:32][CH2:41][C:40]3[S:39][C:38]([C:43]4[CH:44]=[CH:45][CH:46]=[CH:47][CH:48]=4)=[N:37][C:36]=3[CH3:35])=[CH:28][CH:27]=2)[C:17]=1[N:18]1[CH2:19][CH2:20][C:21]([CH3:24])([CH3:25])[CH2:22][CH2:23]1)[C:7]([OH:9])=[O:8])([CH3:3])([CH3:2])[CH3:4]. The catalyst class is: 36.